Dataset: Forward reaction prediction with 1.9M reactions from USPTO patents (1976-2016). Task: Predict the product of the given reaction. (1) Given the reactants I[CH2:2][CH2:3][CH2:4][CH2:5][CH:6]1[CH2:9][N:8]([C:10]([O:12][C:13]([CH3:16])([CH3:15])[CH3:14])=[O:11])[CH2:7]1.[N-:17]=[N+:18]=[N-:19].[Na+].O, predict the reaction product. The product is: [N:17]([CH2:2][CH2:3][CH2:4][CH2:5][CH:6]1[CH2:9][N:8]([C:10]([O:12][C:13]([CH3:16])([CH3:15])[CH3:14])=[O:11])[CH2:7]1)=[N+:18]=[N-:19]. (2) Given the reactants C1(P(C2CCCCC2)C2CCCCC2)CCCCC1.Cl[C:21]1[N:26]=[CH:25][N:24]([C:27]2[CH:32]=[CH:31][C:30]([O:33][CH2:34][C:35]([OH:38])([CH3:37])[CH3:36])=[C:29]([O:39][CH3:40])[CH:28]=2)[C:23](=[O:41])[CH:22]=1.[C:42]1([CH:48]2[CH2:50][CH:49]2B(O)O)[CH:47]=[CH:46][CH:45]=[CH:44][CH:43]=1.P([O-])([O-])([O-])=O.[K+].[K+].[K+], predict the reaction product. The product is: [OH:38][C:35]([CH3:37])([CH3:36])[CH2:34][O:33][C:30]1[CH:31]=[CH:32][C:27]([N:24]2[C:23](=[O:41])[CH:22]=[C:21]([CH:49]3[CH2:50][CH:48]3[C:42]3[CH:47]=[CH:46][CH:45]=[CH:44][CH:43]=3)[N:26]=[CH:25]2)=[CH:28][C:29]=1[O:39][CH3:40]. (3) Given the reactants [CH:1]([O:4][C:5](=[O:29])[C:6]1[CH:11]=[C:10]([C:12]#[N:13])[C:9]([N:14]2[CH2:19][CH2:18][CH:17]([C:20]([O:22]C(C)(C)C)=[O:21])[CH2:16][CH2:15]2)=[N:8][C:7]=1[O:27][CH3:28])([CH3:3])[CH3:2], predict the reaction product. The product is: [C:12]([C:10]1[C:9]([N:14]2[CH2:15][CH2:16][CH:17]([C:20]([OH:22])=[O:21])[CH2:18][CH2:19]2)=[N:8][C:7]([O:27][CH3:28])=[C:6]([C:5]([O:4][CH:1]([CH3:2])[CH3:3])=[O:29])[CH:11]=1)#[N:13]. (4) Given the reactants Cl[C:2]1[N:7]=[CH:6][N:5]=[C:4]([NH:8][C:9]2[CH:18]=[C:17]3[C:12]([CH:13]=[CH:14][CH:15]=[N:16]3)=[CH:11][CH:10]=2)[CH:3]=1.[F:19][C:20]([F:28])([F:27])[CH:21]1[CH2:26][CH2:25][NH:24][CH2:23][CH2:22]1.C([O-])([O-])=O.[K+].[K+], predict the reaction product. The product is: [N:16]1[C:17]2[C:12](=[CH:11][CH:10]=[C:9]([NH:8][C:4]3[CH:3]=[C:2]([N:24]4[CH2:25][CH2:26][CH:21]([C:20]([F:28])([F:27])[F:19])[CH2:22][CH2:23]4)[N:7]=[CH:6][N:5]=3)[CH:18]=2)[CH:13]=[CH:14][CH:15]=1. (5) Given the reactants [C:1]([C:5]1[CH:10]=[C:9]([CH3:11])[C:8]([OH:12])=[C:7]([SH:13])[CH:6]=1)([CH3:4])([CH3:3])[CH3:2].[CH2:14]([N:16]([CH2:20][CH3:21])[C:17](Cl)=[O:18])[CH3:15].[Cl:22][C:23]1[CH:24]=[C:25]([CH:29]=[CH:30][CH:31]=1)[C:26](Cl)=[O:27].Cl, predict the reaction product. The product is: [Cl:22][C:23]1[CH:24]=[C:25]([CH:29]=[CH:30][CH:31]=1)[C:26]([O:12][C:8]1[C:9]([CH3:11])=[CH:10][C:5]([C:1]([CH3:4])([CH3:2])[CH3:3])=[CH:6][C:7]=1[S:13][C:17](=[O:18])[N:16]([CH2:20][CH3:21])[CH2:14][CH3:15])=[O:27]. (6) Given the reactants I[C:2]1[CH:7]=[CH:6][CH:5]=[C:4]([CH3:8])[C:3]=1[C:9]1[C:14]([CH3:15])=[CH:13][CH:12]=[CH:11][C:10]=1I, predict the reaction product. The product is: [CH3:8][C:4]1[C:3]2[C:9]3[C:10](=[CH:11][CH:12]=[CH:13][C:14]=3[CH3:15])[C:2]=2[CH:7]=[CH:6][CH:5]=1. (7) Given the reactants [K].[CH3:2][C:3]1[CH:4]=[N:5][C:6]([CH2:12][S+:13]([O-:25])[C:14]2[NH:15][C:16]3[CH:17]=[CH:18][C:19]([O:23][CH3:24])=[CH:20][C:21]=3[N:22]=2)=[C:7]([CH3:11])[C:8]=1[O:9][CH3:10].[OH2:26].O.O.O.O.O.[Cl-].[Sr+2:33].[Cl-], predict the reaction product. The product is: [CH3:2][C:3]1[CH:4]=[N:5][C:6]([CH2:12][S+:13]([O-:25])[C:14]2[N-:15][C:16]3[CH:17]=[CH:18][C:19]([O:23][CH3:24])=[CH:20][C:21]=3[N:22]=2)=[C:7]([CH3:11])[C:8]=1[O:9][CH3:10].[CH3:2][C:3]1[CH:4]=[N:5][C:6]([CH2:12][S+:13]([O-:25])[C:14]2[N-:15][C:16]3[CH:17]=[CH:18][C:19]([O:23][CH3:24])=[CH:20][C:21]=3[N:22]=2)=[C:7]([CH3:11])[C:8]=1[O:9][CH3:10].[OH2:26].[OH2:9].[OH2:9].[OH2:9].[Sr+2:33]. (8) Given the reactants [N:1]([CH2:4][C:5]1[C:6]([NH:18][CH:19]2[CH2:24][CH2:23][N:22]([C:25]([O:27][C:28]([CH3:31])([CH3:30])[CH3:29])=[O:26])[CH2:21][CH2:20]2)=[C:7]2[CH:15]=[N:14][N:13]([CH2:16][CH3:17])[C:8]2=[N:9][C:10]=1[CH2:11]C)=[N+:2]=[N-:3].C(N1C2=NC(C)=C(CO)C(NC3CCN(C(OC(C)(C)C)=O)CC3)=C2C=N1)C, predict the reaction product. The product is: [N:1]([CH2:4][C:5]1[C:6]([NH:18][CH:19]2[CH2:20][CH2:21][N:22]([C:25]([O:27][C:28]([CH3:29])([CH3:31])[CH3:30])=[O:26])[CH2:23][CH2:24]2)=[C:7]2[CH:15]=[N:14][N:13]([CH2:16][CH3:17])[C:8]2=[N:9][C:10]=1[CH3:11])=[N+:2]=[N-:3]. (9) The product is: [Br:1][C:2]1[CH:3]=[C:4]([NH:5][C:10](=[O:11])[O:12][C:13]([CH3:16])([CH3:15])[CH3:14])[CH:6]=[CH:7][C:8]=1[CH3:9]. Given the reactants [Br:1][C:2]1[CH:3]=[C:4]([CH:6]=[CH:7][C:8]=1[CH3:9])[NH2:5].[C:10](O[C:10]([O:12][C:13]([CH3:16])([CH3:15])[CH3:14])=[O:11])([O:12][C:13]([CH3:16])([CH3:15])[CH3:14])=[O:11], predict the reaction product. (10) Given the reactants Br[CH2:2][C:3]1[CH:4]=[C:5]([C:9]2[CH:14]=[CH:13][C:12](=[O:15])[N:11]([CH2:16][C:17]3[CH:18]=[C:19]([CH:24]=[CH:25][CH:26]=3)[C:20]([O:22][CH3:23])=[O:21])[N:10]=2)[CH:6]=[CH:7][CH:8]=1.C(=O)([O-])[O-].[K+].[K+].[NH2:33][C:34]1[NH:35][C:36]2[CH:42]=[CH:41][CH:40]=[CH:39][C:37]=2[N:38]=1, predict the reaction product. The product is: [NH2:33][C:34]1[N:38]([CH2:2][C:3]2[CH:4]=[C:5]([C:9]3[CH:14]=[CH:13][C:12](=[O:15])[N:11]([CH2:16][C:17]4[CH:18]=[C:19]([CH:24]=[CH:25][CH:26]=4)[C:20]([O:22][CH3:23])=[O:21])[N:10]=3)[CH:6]=[CH:7][CH:8]=2)[C:37]2[CH:39]=[CH:40][CH:41]=[CH:42][C:36]=2[N:35]=1.